Predict the reactants needed to synthesize the given product. From a dataset of Full USPTO retrosynthesis dataset with 1.9M reactions from patents (1976-2016). Given the product [O:33]1[C:34]2[C:26]([NH:25][C:2]3[C:11]4[C:6](=[CH:7][C:8]([O:14][CH2:15][CH2:16][CH2:17][N:18]5[CH2:23][CH2:22][N:21]([CH3:24])[CH2:20][CH2:19]5)=[C:9]([O:12][CH3:13])[CH:10]=4)[N:5]=[CH:4][N:3]=3)=[CH:27][CH:28]=[CH:29][C:30]=2[CH:31]=[CH:32]1, predict the reactants needed to synthesize it. The reactants are: Cl[C:2]1[C:11]2[C:6](=[CH:7][C:8]([O:14][CH2:15][CH2:16][CH2:17][N:18]3[CH2:23][CH2:22][N:21]([CH3:24])[CH2:20][CH2:19]3)=[C:9]([O:12][CH3:13])[CH:10]=2)[N:5]=[CH:4][N:3]=1.[NH2:25][C:26]1[C:34]2[O:33][CH:32]=[CH:31][C:30]=2[CH:29]=[CH:28][CH:27]=1.Cl.